From a dataset of Forward reaction prediction with 1.9M reactions from USPTO patents (1976-2016). Predict the product of the given reaction. Given the reactants C(N(CC)CC)C.[CH3:8][CH:9]([CH2:14][C:15]([CH3:18])([CH3:17])[CH3:16])[CH2:10][C:11](Cl)=[O:12].[CH2:19]([O:26][C:27]1[C:28]([CH3:36])=[C:29]([CH3:35])[C:30]([NH2:34])=[N:31][C:32]=1[CH3:33])[C:20]1[CH:25]=[CH:24][CH:23]=[CH:22][CH:21]=1, predict the reaction product. The product is: [CH2:19]([O:26][C:27]1[C:28]([CH3:36])=[C:29]([CH3:35])[C:30]([NH:34][C:11](=[O:12])[CH2:10][CH:9]([CH3:8])[CH2:14][C:15]([CH3:18])([CH3:17])[CH3:16])=[N:31][C:32]=1[CH3:33])[C:20]1[CH:21]=[CH:22][CH:23]=[CH:24][CH:25]=1.